Dataset: NCI-60 drug combinations with 297,098 pairs across 59 cell lines. Task: Regression. Given two drug SMILES strings and cell line genomic features, predict the synergy score measuring deviation from expected non-interaction effect. (1) Drug 1: CC1C(C(CC(O1)OC2CC(CC3=C2C(=C4C(=C3O)C(=O)C5=C(C4=O)C(=CC=C5)OC)O)(C(=O)C)O)N)O.Cl. Drug 2: B(C(CC(C)C)NC(=O)C(CC1=CC=CC=C1)NC(=O)C2=NC=CN=C2)(O)O. Cell line: SF-268. Synergy scores: CSS=25.9, Synergy_ZIP=-1.39, Synergy_Bliss=4.76, Synergy_Loewe=3.28, Synergy_HSA=3.18. (2) Drug 1: C1=NC2=C(N=C(N=C2N1C3C(C(C(O3)CO)O)F)Cl)N. Drug 2: CC=C1C(=O)NC(C(=O)OC2CC(=O)NC(C(=O)NC(CSSCCC=C2)C(=O)N1)C(C)C)C(C)C. Cell line: IGROV1. Synergy scores: CSS=61.9, Synergy_ZIP=0.723, Synergy_Bliss=-0.384, Synergy_Loewe=-29.6, Synergy_HSA=2.25. (3) Drug 2: CNC(=O)C1=NC=CC(=C1)OC2=CC=C(C=C2)NC(=O)NC3=CC(=C(C=C3)Cl)C(F)(F)F. Synergy scores: CSS=6.79, Synergy_ZIP=2.18, Synergy_Bliss=-1.21, Synergy_Loewe=-3.37, Synergy_HSA=-2.12. Cell line: UACC-257. Drug 1: C1CN1P(=S)(N2CC2)N3CC3. (4) Drug 1: CC1C(C(CC(O1)OC2CC(CC3=C2C(=C4C(=C3O)C(=O)C5=C(C4=O)C(=CC=C5)OC)O)(C(=O)CO)O)N)O.Cl. Drug 2: C1=CC(=CC=C1CCCC(=O)O)N(CCCl)CCCl. Cell line: HCC-2998. Synergy scores: CSS=24.4, Synergy_ZIP=-8.68, Synergy_Bliss=-3.64, Synergy_Loewe=3.07, Synergy_HSA=3.55. (5) Drug 2: C1C(C(OC1N2C=NC3=C(N=C(N=C32)Cl)N)CO)O. Cell line: HCC-2998. Drug 1: C1=CC(=C2C(=C1NCCNCCO)C(=O)C3=C(C=CC(=C3C2=O)O)O)NCCNCCO. Synergy scores: CSS=29.1, Synergy_ZIP=-5.25, Synergy_Bliss=-3.80, Synergy_Loewe=-9.82, Synergy_HSA=-1.33.